From a dataset of Forward reaction prediction with 1.9M reactions from USPTO patents (1976-2016). Predict the product of the given reaction. (1) Given the reactants [CH3:1][C:2]1[CH:7]=[CH:6][C:5]([CH:8]([CH:11]([OH:13])[CH3:12])[C:9]#[N:10])=[CH:4][CH:3]=1.[OH:14][CH2:15][CH2:16]C#N, predict the reaction product. The product is: [C:15]([O:13][CH:11]([CH3:12])[CH:8]([C:5]1[CH:4]=[CH:3][C:2]([CH3:1])=[CH:7][CH:6]=1)[C:9]#[N:10])(=[O:14])[CH3:16]. (2) Given the reactants CC(C)([O-])C.[K+].IP(C1C=CC=CC=1)(C1C=CC=CC=1)(C1C=CC=CC=1)[CH2:9][CH:10]1[CH2:15][CH2:14][CH:13]([CH2:16][CH2:17][CH3:18])[CH2:12][CH2:11]1.[Br:37][C:38]1[CH:45]=[CH:44][C:41]([CH:42]=O)=[C:40]([F:46])[CH:39]=1, predict the reaction product. The product is: [Br:37][C:38]1[CH:45]=[CH:44][C:41]([CH:42]=[CH:9][CH:10]2[CH2:15][CH2:14][CH:13]([CH2:16][CH2:17][CH3:18])[CH2:12][CH2:11]2)=[C:40]([F:46])[CH:39]=1. (3) The product is: [CH:9]1[C:8]2[C:2]([N:80]3[CH2:79][CH2:78][N:77]([CH2:82][CH2:83][O:84][CH2:85][CH2:86][OH:87])[CH:76]([CH2:75][NH:74][C:72](=[O:73])[C:71]([F:89])([F:88])[F:70])[CH2:81]3)=[N:3][C:4]3[CH:16]=[CH:15][CH:14]=[CH:13][C:5]=3[S:6][C:7]=2[CH:12]=[CH:11][CH:10]=1. Given the reactants Cl[C:2]1[C:8]2[CH:9]=[CH:10][CH:11]=[CH:12][C:7]=2[S:6][C:5]2[CH:13]=[CH:14][CH:15]=[CH:16][C:4]=2[N:3]=1.C1C=CC(P(C2C(C3C(P(C4C=CC=CC=4)C4C=CC=CC=4)=CC=C4C=3C=CC=C4)=C3C(C=CC=C3)=CC=2)C2C=CC=CC=2)=CC=1.C(N(CC)CC)C.[F:70][C:71]([F:89])([F:88])[C:72]([NH:74][CH2:75][CH:76]1[CH2:81][NH:80][CH2:79][CH2:78][N:77]1[CH2:82][CH2:83][O:84][CH2:85][CH2:86][OH:87])=[O:73], predict the reaction product. (4) Given the reactants FC(F)(F)C(O)=O.C(OC([N:15]1[CH2:18][CH:17]([N:19]2[CH:23]=[C:22]([C:24]3[C:25]([O:39][C:40]4[CH:45]=[CH:44][C:43](F)=C(Cl)C=4)=[C:26]4[C:31](=[CH:32][CH:33]=3)[N:30]([C:34]([O:36][CH3:37])=[O:35])[C@@H:29]([CH3:38])[CH2:28][CH2:27]4)[CH:21]=[N:20]2)[CH2:16]1)=O)(C)(C)C, predict the reaction product. The product is: [NH:15]1[CH2:18][CH:17]([N:19]2[CH:23]=[C:22]([C:24]3[C:25]([O:39][CH:40]4[CH2:43][CH2:44][CH2:45]4)=[C:26]4[C:31](=[CH:32][CH:33]=3)[N:30]([C:34]([O:36][CH3:37])=[O:35])[C@@H:29]([CH3:38])[CH2:28][CH2:27]4)[CH:21]=[N:20]2)[CH2:16]1. (5) Given the reactants [NH2:1][C:2]1[CH:9]=[CH:8][C:7]([N+:10]([O-:12])=[O:11])=[CH:6][C:3]=1[C:4]#[N:5].[C:13](O[C:13]([O:15][C:16]([CH3:19])([CH3:18])[CH3:17])=[O:14])([O:15][C:16]([CH3:19])([CH3:18])[CH3:17])=[O:14].ClCCl, predict the reaction product. The product is: [C:4]([C:3]1[CH:6]=[C:7]([N+:10]([O-:12])=[O:11])[CH:8]=[CH:9][C:2]=1[NH:1][C:13](=[O:14])[O:15][C:16]([CH3:19])([CH3:18])[CH3:17])#[N:5].